Task: Predict the reaction yield, written as a fraction of the theoretical maximum amount of product (1.0 means a 100% yield; for example, 0.34 means a 34% yield).. Dataset: Reaction yield outcomes from USPTO patents with 853,638 reactions (1) The reactants are [NH:1]1[CH:5]=[CH:4][CH:3]=[CH:2]1.I[C:7]1[CH:8]=[C:9]([CH3:14])[CH:10]=[C:11]([CH3:13])[CH:12]=1. The catalyst is CCCCCC.C(OCC)(=O)C. The product is [CH3:14][C:9]1[CH:8]=[C:7]([N:1]2[CH:5]=[CH:4][CH:3]=[CH:2]2)[CH:12]=[C:11]([CH3:13])[CH:10]=1. The yield is 0.990. (2) The reactants are [H-].[Al+3].[Li+].[H-].[H-].[H-].[CH2:7]([N:14]1[CH2:20][CH2:19][CH2:18][CH2:17][C:16](=[O:21])[CH2:15]1)[C:8]1[CH:13]=[CH:12][CH:11]=[CH:10][CH:9]=1.O.[OH-].[Na+]. The catalyst is C(OCC)C. The product is [CH2:7]([N:14]1[CH2:20][CH2:19][CH2:18][CH2:17][CH:16]([OH:21])[CH2:15]1)[C:8]1[CH:9]=[CH:10][CH:11]=[CH:12][CH:13]=1. The yield is 1.00. (3) The reactants are [Cl:1][C:2]1[CH:7]=[CH:6][C:5]([N:8]2[C:16]([C:17]([NH:19][CH3:20])=[O:18])=[C:15]3[C:10]([CH:11]=[C:12]([NH:24][S:25]([CH3:28])(=[O:27])=[O:26])[C:13]([CH:21]4[CH2:23][CH2:22]4)=[CH:14]3)=[N:9]2)=[CH:4][CH:3]=1.[CH2:29](O)[CH2:30][CH2:31][CH:32]=[CH2:33]. No catalyst specified. The product is [Cl:1][C:2]1[CH:7]=[CH:6][C:5]([N:8]2[C:16]([C:17]([NH:19][CH3:20])=[O:18])=[C:15]3[C:10]([CH:11]=[C:12]([N:24]([S:25]([CH3:28])(=[O:27])=[O:26])[CH2:33][CH2:32][CH2:31][CH:30]=[CH2:29])[C:13]([CH:21]4[CH2:23][CH2:22]4)=[CH:14]3)=[N:9]2)=[CH:4][CH:3]=1. The yield is 0.690. (4) The reactants are [Cl:1][C:2]1[CH:3]=[C:4]2[C:8](=[CH:9][CH:10]=1)[NH:7][CH:6]=[C:5]2[CH2:11][CH2:12][NH:13][C:14](=[O:23])[C:15]1[CH:20]=[CH:19][C:18]([CH2:21]Cl)=[CH:17][CH:16]=1.[F:24][C:25]([F:36])([F:35])[C:26]1[CH:31]=[CH:30][CH:29]=[CH:28][C:27]=1B(O)O.C(=O)([O-])[O-].[Na+].[Na+].[I-].[Na+]. The product is [Cl:1][C:2]1[CH:3]=[C:4]2[C:8](=[CH:9][CH:10]=1)[NH:7][CH:6]=[C:5]2[CH2:11][CH2:12][NH:13][C:14](=[O:23])[C:15]1[CH:20]=[CH:19][C:18]([CH2:21][C:27]2[CH:28]=[CH:29][CH:30]=[CH:31][C:26]=2[C:25]([F:36])([F:35])[F:24])=[CH:17][CH:16]=1. The yield is 0.490. The catalyst is C(COC)OC.O.C1C=CC([P]([Pd]([P](C2C=CC=CC=2)(C2C=CC=CC=2)C2C=CC=CC=2)([P](C2C=CC=CC=2)(C2C=CC=CC=2)C2C=CC=CC=2)[P](C2C=CC=CC=2)(C2C=CC=CC=2)C2C=CC=CC=2)(C2C=CC=CC=2)C2C=CC=CC=2)=CC=1. (5) The reactants are [CH3:1][O:2][CH2:3][CH2:4][O:5][C:6]1[CH:7]=[C:8]2[C:12](=[C:13]([NH:15][S:16]([C:19]3[CH:24]=[CH:23][CH:22]=[CH:21][N:20]=3)(=[O:18])=[O:17])[CH:14]=1)[NH:11][C:10]([C:25](O)=[O:26])=[CH:9]2.[CH2:28]([S:35][CH:36]([CH:39]([O:42][CH3:43])[O:40][CH3:41])[CH2:37][NH2:38])[C:29]1[CH:34]=[CH:33][CH:32]=[CH:31][CH:30]=1.N1(O)C2C=CC=CC=2N=N1.Cl.CN(C)CCCN=C=NCC. The catalyst is O.CN(C)C=O. The product is [CH2:28]([S:35][CH:36]([CH:39]([O:40][CH3:41])[O:42][CH3:43])[CH2:37][NH:38][C:25]([C:10]1[NH:11][C:12]2[C:8]([CH:9]=1)=[CH:7][C:6]([O:5][CH2:4][CH2:3][O:2][CH3:1])=[CH:14][C:13]=2[NH:15][S:16]([C:19]1[CH:24]=[CH:23][CH:22]=[CH:21][N:20]=1)(=[O:18])=[O:17])=[O:26])[C:29]1[CH:34]=[CH:33][CH:32]=[CH:31][CH:30]=1. The yield is 0.910. (6) The reactants are [CH3:1][O:2][C:3](=[O:15])[C:4]1[CH:9]=[C:8]([S:10]([CH3:13])(=[O:12])=[O:11])[CH:7]=[CH:6][C:5]=1I.[CH3:16][C:17]1[CH:18]=[N:19][NH:20][CH:21]=1.C(=O)([O-])[O-].[K+].[K+].N[C@@H]1CCCC[C@H]1N. The catalyst is O1CCOCC1.[Cu]I.O.ClCCl. The product is [CH3:1][O:2][C:3](=[O:15])[C:4]1[CH:9]=[C:8]([S:10]([CH3:13])(=[O:12])=[O:11])[CH:7]=[CH:6][C:5]=1[N:19]1[CH:18]=[C:17]([CH3:16])[CH:21]=[N:20]1. The yield is 0.570. (7) The reactants are [NH2:1][C@H:2]([C:4]1([OH:27])[CH2:7][N:6]([C:8]([C:10]2[CH:15]=[CH:14][C:13]([F:16])=[C:12]([F:17])[C:11]=2[NH:18][C:19]2[CH:24]=[CH:23][C:22]([I:25])=[CH:21][C:20]=2[F:26])=[O:9])[CH2:5]1)[CH3:3].[CH2:28]=O.[BH4-].[Na+]. The catalyst is CO.C=O.[BH4-].[Na+]. The product is [F:17][C:12]1[C:11]([NH:18][C:19]2[CH:24]=[CH:23][C:22]([I:25])=[CH:21][C:20]=2[F:26])=[C:10]([C:8]([N:6]2[CH2:7][C:4]([C@@H:2]([NH:1][CH3:28])[CH3:3])([OH:27])[CH2:5]2)=[O:9])[CH:15]=[CH:14][C:13]=1[F:16]. The yield is 0.220. (8) No catalyst specified. The reactants are [CH:1]([C:3]1[NH:4][C:5]([CH3:11])=[CH:6][C:7]=1[C:8]([OH:10])=O)=[O:2].[CH3:12][C@H:13]1[CH2:18][NH:17][CH2:16][C@@H:15]([CH3:19])[NH:14]1. The product is [CH3:12][C@H:13]1[NH:14][C@@H:15]([CH3:19])[CH2:16][N:17]([C:8]([C:7]2[CH:6]=[C:5]([CH3:11])[NH:4][C:3]=2[CH:1]=[O:2])=[O:10])[CH2:18]1. The yield is 0.740. (9) The reactants are ClC(OCC(C)C)=O.[CH3:9][C:10]1([C:15]([OH:17])=O)[CH2:14][S:13][S:12][CH2:11]1.C([N:20](CC)CC)C.N. The catalyst is C1COCC1.O.C(O)(C)C. The product is [CH3:9][C:10]1([C:15]([NH2:20])=[O:17])[CH2:14][S:13][S:12][CH2:11]1. The yield is 0.600.